This data is from Forward reaction prediction with 1.9M reactions from USPTO patents (1976-2016). The task is: Predict the product of the given reaction. (1) Given the reactants C([O:8][N:9]1[C:14](=[O:15])[C:13]2[CH:16]=[C:17]([F:25])[C:18]([N:20]3[CH2:24][CH2:23][CH2:22][CH2:21]3)=[N:19][C:12]=2[N:11]([C:26]2[CH:31]=[CH:30][C:29]([CH3:32])=[CH:28][CH:27]=2)[C:10]1=[O:33])C1C=CC=CC=1, predict the reaction product. The product is: [F:25][C:17]1[C:18]([N:20]2[CH2:21][CH2:22][CH2:23][CH2:24]2)=[N:19][C:12]2[N:11]([C:26]3[CH:31]=[CH:30][C:29]([CH3:32])=[CH:28][CH:27]=3)[C:10](=[O:33])[N:9]([OH:8])[C:14](=[O:15])[C:13]=2[CH:16]=1. (2) The product is: [Br:1][C:2]1[CH:22]=[CH:21][C:5]([O:6][C@H:7]2[CH2:12][CH2:11][NH:10][CH2:9][C@H:8]2[F:20])=[C:4]([CH:3]=1)[C:23]#[N:24]. Given the reactants [Br:1][C:2]1[CH:22]=[CH:21][C:5]([O:6][C@H:7]2[CH2:12][CH2:11][N:10](C(OC(C)(C)C)=O)[CH2:9][C@H:8]2[F:20])=[C:4]([C:23]#[N:24])[CH:3]=1.FC(F)(F)C(O)=O, predict the reaction product. (3) Given the reactants [CH3:1][N:2]1[C:6]([C:7]2[CH:12]=[CH:11][C:10]([N+:13]([O-:15])=[O:14])=[C:9]([CH3:16])[CH:8]=2)=[N:5][C:4]([C:17]2[CH:22]=[CH:21][CH:20]=[CH:19][N:18]=2)=[N:3]1.[Cl:23][C:24]1[CH:31]=[CH:30][CH:29]=[C:28]([F:32])[C:25]=1[CH:26]=[O:27].C1CCN2C(=NCCC2)CC1, predict the reaction product. The product is: [Cl:23][C:24]1[CH:31]=[CH:30][CH:29]=[C:28]([F:32])[C:25]=1[CH:26]([OH:27])[CH2:16][C:9]1[CH:8]=[C:7]([C:6]2[N:2]([CH3:1])[N:3]=[C:4]([C:17]3[CH:22]=[CH:21][CH:20]=[CH:19][N:18]=3)[N:5]=2)[CH:12]=[CH:11][C:10]=1[N+:13]([O-:15])=[O:14]. (4) Given the reactants [C:1]([O:5][C@@H:6]([C:12]1[C:39]([CH3:40])=[N:38][C:37]2=[CH:41][C:34]3=[N:35][N:36]2[C:13]=1[N:14]1[CH2:46][CH2:45][C:17]([CH3:47])([O:18][CH2:19][CH2:20][CH2:21][CH2:22][C@H:23]([CH3:44])[O:24][C:25]2[CH:26]=[C:27]([CH3:43])[CH:28]=[CH:29][C:30]=2[CH:31]([CH3:42])[O:32][CH2:33]3)[CH2:16][CH2:15]1)[C:7]([O:9]CC)=[O:8])([CH3:4])([CH3:3])[CH3:2].[OH-].[Na+], predict the reaction product. The product is: [C:1]([O:5][C@@H:6]([C:12]1[C:39]([CH3:40])=[N:38][C:37]2=[CH:41][C:34]3=[N:35][N:36]2[C:13]=1[N:14]1[CH2:15][CH2:16][C:17]([CH3:47])([O:18][CH2:19][CH2:20][CH2:21][CH2:22][C@H:23]([CH3:44])[O:24][C:25]2[CH:26]=[C:27]([CH3:43])[CH:28]=[CH:29][C:30]=2[C@H:31]([CH3:42])[O:32][CH2:33]3)[CH2:45][CH2:46]1)[C:7]([OH:9])=[O:8])([CH3:3])([CH3:2])[CH3:4]. (5) Given the reactants [F:1][C:2]1[CH:3]=[C:4]([N:12]2[CH2:16][C@H:15]([CH2:17][N:18]3[CH:22]=[CH:21][N:20]=[N:19]3)[O:14][C:13]2=[O:23])[CH:5]=[CH:6][C:7]=1[Sn](C)(C)C.Br[C:25]1[CH:26]=[N:27][C:28]([C:31]2[CH2:35][CH:34]([CH2:36][OH:37])[O:33][N:32]=2)=[N:29][CH:30]=1.O1C=CC=C1P(C1OC=CC=1)C1OC=CC=1, predict the reaction product. The product is: [F:1][C:2]1[CH:3]=[C:4]([N:12]2[CH2:16][C@H:15]([CH2:17][N:18]3[CH:22]=[CH:21][N:20]=[N:19]3)[O:14][C:13]2=[O:23])[CH:5]=[CH:6][C:7]=1[C:25]1[CH:26]=[N:27][C:28]([C:31]2[CH2:35][CH:34]([CH2:36][OH:37])[O:33][N:32]=2)=[N:29][CH:30]=1. (6) Given the reactants [Cl:1][C:2]1[CH:7]=[CH:6][C:5]([N:8]2[C:13](=[O:14])[C:12]3[CH:15]=[N:16][N:17]([C:18]4[CH:23]=[CH:22][CH:21]=[CH:20][CH:19]=4)[C:11]=3[N:10]=[C:9]2[C:24]2[CH:29]=[CH:28][C:27]([C:30]3[CH:34]=[CH:33][NH:32][N:31]=3)=[CH:26][CH:25]=2)=[CH:4][CH:3]=1.[C:35]([O-])([O-])=O.[K+].[K+].CI.O, predict the reaction product. The product is: [Cl:1][C:2]1[CH:3]=[CH:4][C:5]([N:8]2[C:13](=[O:14])[C:12]3[CH:15]=[N:16][N:17]([C:18]4[CH:19]=[CH:20][CH:21]=[CH:22][CH:23]=4)[C:11]=3[N:10]=[C:9]2[C:24]2[CH:29]=[CH:28][C:27]([C:30]3[CH:34]=[CH:33][N:32]([CH3:35])[N:31]=3)=[CH:26][CH:25]=2)=[CH:6][CH:7]=1.